Dataset: Catalyst prediction with 721,799 reactions and 888 catalyst types from USPTO. Task: Predict which catalyst facilitates the given reaction. (1) Reactant: [Cl:1][C:2]1[CH:3]=[C:4]([NH:9][C:10](=[NH:33])[NH:11][C:12]2[N:17]=[C:16]([NH:18][C@@H:19]3[CH2:24][CH2:23][CH2:22][N:21](C(OC(C)(C)C)=O)[CH2:20]3)[CH:15]=[C:14]([CH3:32])[N:13]=2)[CH:5]=[CH:6][C:7]=1[Cl:8].Cl. Product: [Cl:1][C:2]1[CH:3]=[C:4]([NH:9][C:10]([NH:11][C:12]2[N:13]=[C:14]([CH3:32])[CH:15]=[C:16]([NH:18][C@@H:19]3[CH2:24][CH2:23][CH2:22][NH:21][CH2:20]3)[N:17]=2)=[NH:33])[CH:5]=[CH:6][C:7]=1[Cl:8]. The catalyst class is: 71. (2) Reactant: [NH:1]([C:11]([O:13][CH2:14][CH:15]1[C:27]2[C:22](=[CH:23][CH:24]=[CH:25][CH:26]=2)[C:21]2[C:16]1=[CH:17][CH:18]=[CH:19][CH:20]=2)=[O:12])[C@H:2]([C:8]([OH:10])=[O:9])[CH2:3][CH2:4][CH2:5][CH2:6][NH2:7].Cl.[CH3:29][N:30]1[CH:34]=[CH:33][N:32]=[C:31]1[CH:35]=O.[BH-](O[C:47]([CH3:49])=O)(OC(C)=O)OC(C)=O.[Na+].O. Product: [CH:17]1[C:16]2[CH:15]([CH2:14][O:13][C:11]([NH:1][C@@H:2]([CH2:3][CH2:4][CH2:5][CH2:6][N:7]([CH2:35][C:31]3[N:30]([CH3:29])[CH:47]=[CH:49][N:32]=3)[CH2:35][C:31]3[N:30]([CH3:29])[CH:34]=[CH:33][N:32]=3)[C:8]([OH:10])=[O:9])=[O:12])[C:27]3[C:22](=[CH:23][CH:24]=[CH:25][CH:26]=3)[C:21]=2[CH:20]=[CH:19][CH:18]=1. The catalyst class is: 26. (3) Reactant: [CH3:1][C:2]1[CH:3]=[CH:4][C:5]([N+:9]([O-:11])=[O:10])=[C:6]([CH:8]=1)[NH2:7].N1C=CC=CC=1.[C:18](Cl)(=[O:25])[C:19]1[CH:24]=[CH:23][CH:22]=[CH:21][CH:20]=1. Product: [CH3:1][C:2]1[CH:3]=[CH:4][C:5]([N+:9]([O-:11])=[O:10])=[C:6]([NH:7][C:18](=[O:25])[C:19]2[CH:24]=[CH:23][CH:22]=[CH:21][CH:20]=2)[CH:8]=1. The catalyst class is: 4. (4) Reactant: [NH2:1][C:2]([CH3:6])([CH3:5])[CH2:3][OH:4].[CH3:7][C:8]1([CH3:47])[CH2:12][CH2:11][CH2:10][N:9]1[CH2:13][CH2:14][NH:15][C:16]([C:18]1[CH:19]=[C:20]([NH:25][C:26]([C:28]2[CH:29]=[N:30][N:31]3[CH:36]=[C:35]([C:37]4[CH:45]=[CH:44][C:40]([C:41](O)=[O:42])=[C:39]([F:46])[CH:38]=4)[CH:34]=[CH:33][C:32]=23)=[O:27])[C:21]([CH3:24])=[N:22][CH:23]=1)=[O:17].C(N(CC)CC)C.CN(C(ON1N=NC2C=CC=NC1=2)=[N+](C)C)C.F[P-](F)(F)(F)(F)F. Product: [CH3:7][C:8]1([CH3:47])[CH2:12][CH2:11][CH2:10][N:9]1[CH2:13][CH2:14][NH:15][C:16]([C:18]1[CH:19]=[C:20]([NH:25][C:26]([C:28]2[CH:29]=[N:30][N:31]3[CH:36]=[C:35]([C:37]4[CH:45]=[CH:44][C:40]([C:41](=[O:42])[NH:1][C:2]([CH3:6])([CH3:5])[CH2:3][OH:4])=[C:39]([F:46])[CH:38]=4)[CH:34]=[CH:33][C:32]=23)=[O:27])[C:21]([CH3:24])=[N:22][CH:23]=1)=[O:17]. The catalyst class is: 59.